From a dataset of Full USPTO retrosynthesis dataset with 1.9M reactions from patents (1976-2016). Predict the reactants needed to synthesize the given product. The reactants are: [CH2:1]([N:8]([CH2:27][C:28]1[CH:33]=[CH:32][CH:31]=[CH:30][CH:29]=1)[CH2:9][C@H:10]([O:25][CH3:26])[CH2:11][N:12]1[CH2:17][CH2:16][N:15]([C:18](OC(C)(C)C)=O)[CH2:14][CH2:13]1)[C:2]1[CH:7]=[CH:6][CH:5]=[CH:4][CH:3]=1.Cl.C(N(CC)CC)C.BrC[CH:44]1[CH2:46][CH2:45]1. Given the product [CH2:27]([N:8]([CH2:1][C:2]1[CH:7]=[CH:6][CH:5]=[CH:4][CH:3]=1)[CH2:9][C@H:10]([O:25][CH3:26])[CH2:11][N:12]1[CH2:13][CH2:14][N:15]([CH2:18][CH:44]2[CH2:46][CH2:45]2)[CH2:16][CH2:17]1)[C:28]1[CH:29]=[CH:30][CH:31]=[CH:32][CH:33]=1, predict the reactants needed to synthesize it.